Dataset: Reaction yield outcomes from USPTO patents with 853,638 reactions. Task: Predict the reaction yield, written as a fraction of the theoretical maximum amount of product (1.0 means a 100% yield; for example, 0.34 means a 34% yield). (1) The reactants are Cl.Cl.[N:3]1[CH:8]=[CH:7][CH:6]=[C:5]([C:9]2[N:13]=[C:12]([CH2:14][CH2:15][NH2:16])[NH:11][N:10]=2)[CH:4]=1.C(N(CC)[CH:21]([CH3:23])[CH3:22])(C)C.[C:26](O[C:26]([O:28][C:29]([CH3:32])([CH3:31])[CH3:30])=[O:27])([O:28][C:29]([CH3:32])([CH3:31])[CH3:30])=[O:27].S([O-])(O)(=O)=O.[K+].[C:47]([O:50]CC)(=[O:49])C.[CH3:53]CCCCCC. The catalyst is ClC(Cl)C.CN(C1C=CN=CC=1)C. The product is [C:29]([O:28][C:26]([N:16]([C:47]([O:50][C:21]([CH3:22])([CH3:23])[CH3:53])=[O:49])[CH2:15][CH2:14][C:12]1[NH:11][N:10]=[C:9]([C:5]2[CH:4]=[N:3][CH:8]=[CH:7][CH:6]=2)[N:13]=1)=[O:27])([CH3:32])([CH3:30])[CH3:31]. The yield is 0.643. (2) The reactants are [CH3:1][CH2:2][CH:3](P(OCC)(OCC)=O)[C:4]([O:6][CH2:7][CH3:8])=[O:5].[H-].[Na+].[Cl:19][C:20]1[C:21]([O:27][C:28]2[CH:35]=[C:34]([O:36][CH2:37][CH2:38][O:39][CH3:40])[CH:33]=[CH:32][C:29]=2[CH:30]=O)=[N:22][CH:23]=[C:24]([Cl:26])[CH:25]=1.O. The catalyst is O1CCCC1. The product is [Cl:19][C:20]1[C:21]([O:27][C:28]2[CH:35]=[C:34]([O:36][CH2:37][CH2:38][O:39][CH3:40])[CH:33]=[CH:32][C:29]=2/[CH:30]=[C:3](\[CH2:2][CH3:1])/[C:4]([O:6][CH2:7][CH3:8])=[O:5])=[N:22][CH:23]=[C:24]([Cl:26])[CH:25]=1. The yield is 0.700. (3) The reactants are N1C=CN=C1.[OH:6][CH2:7][C@@H:8]([NH:15][C:16](=[O:25])[O:17][CH2:18][C:19]1[CH:24]=[CH:23][CH:22]=[CH:21][CH:20]=1)[C:9]([N:11]([O:13][CH3:14])[CH3:12])=[O:10].[Si:26](Cl)([C:29]([CH3:32])([CH3:31])[CH3:30])([CH3:28])[CH3:27]. The catalyst is CN(C=O)C. The product is [CH3:12][N:11]([C:9](=[O:10])[C@H:8]([NH:15][C:16](=[O:25])[O:17][CH2:18][C:19]1[CH:20]=[CH:21][CH:22]=[CH:23][CH:24]=1)[CH2:7][O:6][Si:26]([CH3:28])([CH3:27])[C:29]([CH3:32])([CH3:31])[CH3:30])[O:13][CH3:14]. The yield is 0.740. (4) The reactants are [CH3:1][O:2][C:3]1[CH:19]=[CH:18][C:6]2[CH:7]=[C:8]3[C:13](=[CH:14][C:5]=2[CH:4]=1)[NH:12][CH:11]=[C:10]([C:15]#[N:16])[C:9]3=O.P(Cl)(Cl)([Cl:22])=O. The catalyst is CN(C)C=O. The product is [Cl:22][C:9]1[C:8]2[C:13](=[CH:14][C:5]3[CH:4]=[C:3]([O:2][CH3:1])[CH:19]=[CH:18][C:6]=3[CH:7]=2)[N:12]=[CH:11][C:10]=1[C:15]#[N:16]. The yield is 0.816.